From a dataset of B-cell epitopes from IEDB database with 3,159 antigens for binding position prediction. Token-level Classification. Given an antigen amino acid sequence, predict which amino acid positions are active epitope sites capable of antibody binding. Output is a list of indices for active positions. (1) Given the antigen sequence: MGNLRSSFVFFLLALVTYTYAATIEVRNNCPYTVWAASTPIGGGRRLDRGQTWVINAPRGTKMARVWGRTNCNFNAAGRGTCQTGDCGGVLQCTGWGKPPNTLAEYALDQFSGLDFWDISLVDGFNIPMTFAPTNPSGGKCHAIHCTANINGECPRELRVPGGCNNPCTTFGGQQYCCTQGPCGPTFFSKFFKQRCPDAYSYPQDDPTSTFTCPGGSTNYRVIFCPNGQAHPNFPLEMPGSDEVAK, which amino acid positions are active epitope sites? The epitope positions are: [71, 72, 73, 74, 75, 76, 77, 78, 79, 80, 81, 82, 83, 84]. The amino acids at these positions are: CNFNAAGRGTCQTG. (2) Given the antigen sequence: MRRVILPTAPPEYMEAIYPVRSNSTIARGGNNNTGFLTPESVNGDTPSNPLRPIADDTIDHASHTPGSVSSAFILEAMVNVISGPKVLMKQIPIWLPLGVADQKTYSFDSTTAAIMLASYTITHFGKATNPLVRVNRLGPGIPDHPLRLLRIGNQAFLQEFVLPPVQLPQYFTFDLTALKLITQPLPAATWTDDTPTGSNGALRPGISFHPKLRPILLPNKSGKKGNSADLTSPEKIQAIMTSLQDFKIVPIDPTKNIMGIEVPETLVHKLTGKKVTSKNGQPIIPVLLPKYIGLDPVAPGDLTMVITQDCDTCHSPASLPAVIEK, which amino acid positions are active epitope sites? The epitope positions are: [32, 33, 34, 35, 36, 37, 38, 39, 40, 41, 42, 43, 44, 45, 46]. The amino acids at these positions are: NTGFLTPESVNGDTP.